Dataset: Reaction yield outcomes from USPTO patents with 853,638 reactions. Task: Predict the reaction yield, written as a fraction of the theoretical maximum amount of product (1.0 means a 100% yield; for example, 0.34 means a 34% yield). (1) No catalyst specified. The yield is 0.600. The reactants are C[C:2]1[CH:10]=[CH:9][C:5]([C:6]([OH:8])=[O:7])=[C:4]([N:11]([S:13]([C:16]2[CH:21]=[CH:20][C:19](F)=[CH:18][CH:17]=2)(=[O:15])=[O:14])[CH3:12])[C:3]=1[CH3:23].[OH:24][CH2:25][CH2:26][CH2:27][CH2:28][NH:29][C:30]([C:32]1[CH:40]=[CH:39][C:35]2[O:36][CH2:37][O:38][C:34]=2[CH:33]=1)=[O:31]. The product is [O:36]1[C:35]2[CH:39]=[CH:40][C:32]([C:30]([NH:29][CH2:28][CH2:27][CH2:26][CH2:25][O:24][C:19]3[CH:20]=[CH:21][C:16]([S:13]([N:11]([CH3:12])[C:4]4[C:3]([CH3:23])=[CH:2][CH:10]=[CH:9][C:5]=4[C:6]([OH:8])=[O:7])(=[O:15])=[O:14])=[CH:17][CH:18]=3)=[O:31])=[CH:33][C:34]=2[O:38][CH2:37]1. (2) The reactants are I[C:2]1[C:10]2[C:5](=[CH:6][CH:7]=[C:8]([NH:11][C:12](=[O:24])[CH:13]([N:19]3[CH2:23][CH2:22][CH2:21][CH2:20]3)[C:14]3[CH:18]=[CH:17][S:16][CH:15]=3)[CH:9]=2)[NH:4][N:3]=1.[CH3:25][O:26][C:27]1[CH:32]=[C:31](B2OC(C)(C)C(C)(C)O2)[CH:30]=[CH:29][C:28]=1[N:42]1[CH2:47][CH2:46][N:45]([CH3:48])[CH2:44][CH2:43]1.C([O-])([O-])=O.[Na+].[Na+]. The catalyst is C1(C)C=CC=CC=1.CCO. The product is [CH3:25][O:26][C:27]1[CH:32]=[C:31]([C:2]2[C:10]3[C:5](=[CH:6][CH:7]=[C:8]([NH:11][C:12](=[O:24])[CH:13]([N:19]4[CH2:23][CH2:22][CH2:21][CH2:20]4)[C:14]4[CH:18]=[CH:17][S:16][CH:15]=4)[CH:9]=3)[NH:4][N:3]=2)[CH:30]=[CH:29][C:28]=1[N:42]1[CH2:43][CH2:44][N:45]([CH3:48])[CH2:46][CH2:47]1. The yield is 0.190. (3) The product is [CH3:33][C:18]1[C:19]([C:28]2[O:13][N:12]=[C:10]([C:9]([F:15])([F:14])[F:8])[N:11]=2)=[N:20][N:21]([C:22]2[CH:23]=[CH:24][CH:25]=[CH:26][CH:27]=2)[C:17]=1[NH2:16]. No catalyst specified. The reactants are [H-].[Na+].C1COCC1.[F:8][C:9]([F:15])([F:14])[C:10](=[N:12][OH:13])[NH2:11].[NH2:16][C:17]1[N:21]([C:22]2[CH:27]=[CH:26][CH:25]=[CH:24][CH:23]=2)[N:20]=[C:19]([C:28](OCC)=O)[C:18]=1[CH3:33]. The yield is 0.170. (4) The reactants are [I-].[CH2:2]([O:9][C:10]1[CH:18]=[C:17]2[C:13]([C:14]([CH2:19][N+](C)(C)C)=[CH:15][NH:16]2)=[CH:12][CH:11]=1)[C:3]1[CH:8]=[CH:7][CH:6]=[CH:5][CH:4]=1.[C-:24]#[N:25].[Na+]. The catalyst is CCO. The product is [CH2:2]([O:9][C:10]1[CH:18]=[C:17]2[C:13]([C:14]([CH2:19][C:24]#[N:25])=[CH:15][NH:16]2)=[CH:12][CH:11]=1)[C:3]1[CH:4]=[CH:5][CH:6]=[CH:7][CH:8]=1. The yield is 0.860. (5) The reactants are [CH2:1]([O:5][C:6]1[N:14]=[C:13]2[C:9]([NH:10][C:11](=[O:36])[N:12]2[CH2:15][CH:16]2[CH2:21][CH2:20][N:19]([CH2:22][CH2:23][O:24][C:25]3[CH:30]=[CH:29][CH:28]=[C:27]([CH2:31][C:32]([O:34]C)=[O:33])[CH:26]=3)[CH2:18][CH2:17]2)=[C:8]([NH2:37])[N:7]=1)[CH2:2][CH2:3][CH3:4].[OH-].[Na+].Cl. No catalyst specified. The product is [CH2:1]([O:5][C:6]1[N:14]=[C:13]2[C:9]([NH:10][C:11](=[O:36])[N:12]2[CH2:15][CH:16]2[CH2:21][CH2:20][N:19]([CH2:22][CH2:23][O:24][C:25]3[CH:30]=[CH:29][CH:28]=[C:27]([CH2:31][C:32]([OH:34])=[O:33])[CH:26]=3)[CH2:18][CH2:17]2)=[C:8]([NH2:37])[N:7]=1)[CH2:2][CH2:3][CH3:4]. The yield is 0.770. (6) The reactants are [CH3:1][O:2][C:3]1[CH:8]=[CH:7][C:6]([NH:9][C:10]2[C:19]3[C:14](=[CH:15][CH:16]=[C:17]([C:20](=[O:23])[NH:21][CH3:22])[CH:18]=3)[N:13]=[CH:12][C:11]=2[C:24]([OH:26])=[O:25])=[CH:5][CH:4]=1.C(N(CC)C(C)C)(C)C.Cl[CH2:37][O:38][C:39](=[O:41])[CH3:40]. The catalyst is CN(C)C=O. The product is [CH3:1][O:2][C:3]1[CH:8]=[CH:7][C:6]([NH:9][C:10]2[C:19]3[C:14](=[CH:15][CH:16]=[C:17]([C:20](=[O:23])[NH:21][CH3:22])[CH:18]=3)[N:13]=[CH:12][C:11]=2[C:24]([O:26][CH2:37][O:38][C:39](=[O:41])[CH3:40])=[O:25])=[CH:5][CH:4]=1. The yield is 0.165.